Dataset: Reaction yield outcomes from USPTO patents with 853,638 reactions. Task: Predict the reaction yield, written as a fraction of the theoretical maximum amount of product (1.0 means a 100% yield; for example, 0.34 means a 34% yield). (1) The reactants are [OH:1][C:2]1[CH:10]=[CH:9][CH:8]=[C:7]2[C:3]=1[CH:4]=[CH:5][NH:6]2.N1C=CN=C1.[Si:16](Cl)([C:19]([CH3:22])([CH3:21])[CH3:20])([CH3:18])[CH3:17]. The catalyst is ClCCl. The product is [Si:16]([O:1][C:2]1[CH:10]=[CH:9][CH:8]=[C:7]2[C:3]=1[CH:4]=[CH:5][NH:6]2)([C:19]([CH3:22])([CH3:21])[CH3:20])([CH3:18])[CH3:17]. The yield is 0.850. (2) The reactants are [OH:1][C:2]([C:5]1[CH:31]=[CH:30][C:8]([C:9]([NH:11][C:12]2[CH:17]=[C:16]([N:18]3[CH2:23][CH2:22][CH2:21][C@H:20]([C:24](O)=[O:25])[CH2:19]3)[N:15]3[N:27]=[CH:28][CH:29]=[C:14]3[N:13]=2)=[O:10])=[CH:7][CH:6]=1)([CH3:4])[CH3:3].CN.C[CH2:35][N:36]=C=NCCCN(C)C.C1C=CC2N(O)N=NC=2C=1. The catalyst is CN(C=O)C. The product is [OH:1][C:2]([C:5]1[CH:6]=[CH:7][C:8]([C:9]([NH:11][C:12]2[CH:17]=[C:16]([N:18]3[CH2:23][CH2:22][CH2:21][C@H:20]([C:24]([NH:36][CH3:35])=[O:25])[CH2:19]3)[N:15]3[N:27]=[CH:28][CH:29]=[C:14]3[N:13]=2)=[O:10])=[CH:30][CH:31]=1)([CH3:3])[CH3:4]. The yield is 0.630.